Dataset: Catalyst prediction with 721,799 reactions and 888 catalyst types from USPTO. Task: Predict which catalyst facilitates the given reaction. Reactant: [Cl:1][C:2]1[CH:7]=[CH:6][C:5]([OH:8])=[C:4]([N+:9]([O-:11])=[O:10])[CH:3]=1.C([O-])([O-])=O.[K+].[K+].Cl.Cl[CH2:20][CH2:21][N:22]([CH3:24])[CH3:23]. The catalyst class is: 3. Product: [Cl:1][C:2]1[CH:7]=[CH:6][C:5]([O:8][CH2:20][CH2:21][N:22]([CH3:24])[CH3:23])=[C:4]([N+:9]([O-:11])=[O:10])[CH:3]=1.